From a dataset of Catalyst prediction with 721,799 reactions and 888 catalyst types from USPTO. Predict which catalyst facilitates the given reaction. Reactant: [CH2:1]([C:3]1[C:4]([NH:25][CH2:26][C@@H:27]([C:38]([O:40]C(C)(C)C)=[O:39])[NH:28][C:29]2[S:30][C:31]3[CH:37]=[CH:36][CH:35]=[CH:34][C:32]=3[N:33]=2)=[N:5][CH:6]=[N:7][C:8]=1[N:9]1[CH2:14][CH2:13][CH:12]([C:15]2[N:24]=[C:23]3[C:18]([CH2:19][CH2:20][CH2:21][NH:22]3)=[CH:17][CH:16]=2)[CH2:11][CH2:10]1)[CH3:2].FC(F)(F)C(O)=O.ClCCl.CO.O.C(O)(=O)C.C1(C)C=CC=CC=1. Product: [CH2:1]([C:3]1[C:4]([NH:25][CH2:26][C@@H:27]([C:38]([OH:40])=[O:39])[NH:28][C:29]2[S:30][C:31]3[CH:37]=[CH:36][CH:35]=[CH:34][C:32]=3[N:33]=2)=[N:5][CH:6]=[N:7][C:8]=1[N:9]1[CH2:10][CH2:11][CH:12]([C:15]2[N:24]=[C:23]3[C:18]([CH2:19][CH2:20][CH2:21][NH:22]3)=[CH:17][CH:16]=2)[CH2:13][CH2:14]1)[CH3:2]. The catalyst class is: 4.